From a dataset of Experimentally validated miRNA-target interactions with 360,000+ pairs, plus equal number of negative samples. Binary Classification. Given a miRNA mature sequence and a target amino acid sequence, predict their likelihood of interaction. (1) The miRNA is hsa-miR-7515 with sequence AGAAGGGAAGAUGGUGAC. The protein sequence of the target gene is MSSSYDEASLAPEETTDSFWEVGNYKRTVKRIDDGHRLCNDLMNCVQERAKIEKAYGQQLTDWAKRWRQLIEKGPQYGSLERAWGAIMTEADKVSELHQEVKNNLLNEDLEKVKNWQKDAYHKQIMGGFKETKEAEDGFRKAQKPWAKKMKELEAAKKAYHLACKEEKLAMTREMNSKTEQSVTPEQQKKLQDKVDKCKQDVQKTQEKYEKVLEDVGKTTPQYMENMEQVFEQCQQFEEKRLVFLKEVLLDIKRHLNLAENSSYIHVYRELEQAIRGADAQEDLRWFRSTSGPGMPMNWP.... Result: 1 (interaction). (2) The miRNA is mmu-miR-203-3p with sequence GUGAAAUGUUUAGGACCACUAG. The protein sequence of the target gene is MCFLRRPGAPASWIWWRMLRQVLRRGLQSFCHRLGLCVSRHPVFFLTVPAVLTITFGLSALNRFQTEGDLERLVAPSHSLAKIERSLASSLFPLDQSKSQLYSDLHTPGRYGRVILLSSPGDNILLQAEGILQTHRAVMEMKVNHKGYNYTFSHLCVLRNQDKKCVLDDIISVLEDLRQAAVSNKTTARVQVRYPNTKLKDGRNSFIGHQLGGVVEVPNSKDQRVKSARAIQITYYLQTYGSATQDLIGEKWENEFCKLMRKLQEEHQDLQLYSLASFSLWRDFHKTSILTRSKVLVSLV.... Result: 1 (interaction).